Dataset: Full USPTO retrosynthesis dataset with 1.9M reactions from patents (1976-2016). Task: Predict the reactants needed to synthesize the given product. (1) Given the product [CH2:7]([CH2:6][C@@H:5]([SH:4])[CH2:1][CH2:2][SH:3])[CH2:8][CH2:9][C:10]([OH:12])=[O:11], predict the reactants needed to synthesize it. The reactants are: [CH2:1]1[C@@H:5]([CH2:6][CH2:7][CH2:8][CH2:9][C:10]([OH:12])=[O:11])[S:4][S:3][CH2:2]1.[BH4-].[Na+].Cl. (2) Given the product [NH2:1][C@@H:2]([CH2:3][C:4]1[CH:5]=[CH:6][C:7]([O:10][CH2:16][C:17]2[CH:22]=[CH:21][CH:20]=[CH:19][CH:18]=2)=[CH:8][CH:9]=1)[C:11]([OH:13])=[O:12], predict the reactants needed to synthesize it. The reactants are: [NH2:1][C@H:2]([C:11]([OH:13])=[O:12])[CH2:3][C:4]1[CH:9]=[CH:8][C:7]([OH:10])=[CH:6][CH:5]=1.CO.[CH2:16](Cl)[C:17]1[CH:22]=[CH:21][CH:20]=[CH:19][CH:18]=1. (3) Given the product [NH:25]1[CH:26]=[CH:27][N:28]=[C:24]1[CH2:23][N:22]([CH2:21][C:18]1[CH:17]=[CH:16][C:15]([C:14]([N:11]2[CH2:10][CH2:9][NH:8][CH2:13][CH2:12]2)=[O:35])=[CH:20][CH:19]=1)[CH2:29][C:30]1[NH:34][CH:33]=[CH:32][N:31]=1, predict the reactants needed to synthesize it. The reactants are: C(OC([N:8]1[CH2:13][CH2:12][N:11]([C:14](=[O:35])[C:15]2[CH:20]=[CH:19][C:18]([CH2:21][N:22]([CH2:29][C:30]3[NH:31][CH:32]=[CH:33][N:34]=3)[CH2:23][C:24]3[NH:25][CH:26]=[CH:27][N:28]=3)=[CH:17][CH:16]=2)[CH2:10][CH2:9]1)=O)(C)(C)C.Cl.O1CCOCC1. (4) Given the product [NH2:1][C:2]1[C:7]([N:20]2[CH2:19][CH2:18][N:17]([C:15]([O:14][C:10]([CH3:13])([CH3:12])[CH3:11])=[O:16])[CH2:22][CH2:21]2)=[N:6][C:5]([Br:9])=[CH:4][N:3]=1, predict the reactants needed to synthesize it. The reactants are: [NH2:1][C:2]1[C:7](Br)=[N:6][C:5]([Br:9])=[CH:4][N:3]=1.[C:10]([O:14][C:15]([N:17]1[CH2:22][CH2:21][NH:20][CH2:19][CH2:18]1)=[O:16])([CH3:13])([CH3:12])[CH3:11]. (5) Given the product [CH2:18]([O:17][C:15](=[O:16])[C:14](=[O:20])[CH2:12][C:11](=[O:13])/[CH:10]=[CH:9]/[C:6]1[CH:5]=[CH:4][C:3]([Cl:2])=[CH:8][CH:7]=1)[CH3:19], predict the reactants needed to synthesize it. The reactants are: [Na].[Cl:2][C:3]1[CH:8]=[CH:7][C:6](/[CH:9]=[CH:10]/[C:11](=[O:13])[CH3:12])=[CH:5][CH:4]=1.[C:14](OCC)(=[O:20])[C:15]([O:17][CH2:18][CH3:19])=[O:16].